This data is from NCI-60 drug combinations with 297,098 pairs across 59 cell lines. The task is: Regression. Given two drug SMILES strings and cell line genomic features, predict the synergy score measuring deviation from expected non-interaction effect. (1) Drug 1: C1CC(=O)NC(=O)C1N2CC3=C(C2=O)C=CC=C3N. Drug 2: CC1=C(C(CCC1)(C)C)C=CC(=CC=CC(=CC(=O)O)C)C. Cell line: OVCAR3. Synergy scores: CSS=1.36, Synergy_ZIP=1.30, Synergy_Bliss=4.68, Synergy_Loewe=1.12, Synergy_HSA=0.619. (2) Drug 1: C1=NC2=C(N1)C(=S)N=C(N2)N. Drug 2: C1C(C(OC1N2C=NC3=C2NC=NCC3O)CO)O. Cell line: CCRF-CEM. Synergy scores: CSS=39.6, Synergy_ZIP=3.00, Synergy_Bliss=-0.692, Synergy_Loewe=-23.4, Synergy_HSA=0.608. (3) Drug 1: CC1=CC2C(CCC3(C2CCC3(C(=O)C)OC(=O)C)C)C4(C1=CC(=O)CC4)C. Drug 2: CN(C)N=NC1=C(NC=N1)C(=O)N. Cell line: HL-60(TB). Synergy scores: CSS=28.9, Synergy_ZIP=24.8, Synergy_Bliss=25.2, Synergy_Loewe=16.9, Synergy_HSA=22.8. (4) Drug 1: CS(=O)(=O)C1=CC(=C(C=C1)C(=O)NC2=CC(=C(C=C2)Cl)C3=CC=CC=N3)Cl. Drug 2: C1=C(C(=O)NC(=O)N1)N(CCCl)CCCl. Cell line: HCT-15. Synergy scores: CSS=14.2, Synergy_ZIP=-7.63, Synergy_Bliss=-3.80, Synergy_Loewe=-13.7, Synergy_HSA=-3.64. (5) Drug 1: CCC1(CC2CC(C3=C(CCN(C2)C1)C4=CC=CC=C4N3)(C5=C(C=C6C(=C5)C78CCN9C7C(C=CC9)(C(C(C8N6C)(C(=O)OC)O)OC(=O)C)CC)OC)C(=O)OC)O.OS(=O)(=O)O. Drug 2: CCCCC(=O)OCC(=O)C1(CC(C2=C(C1)C(=C3C(=C2O)C(=O)C4=C(C3=O)C=CC=C4OC)O)OC5CC(C(C(O5)C)O)NC(=O)C(F)(F)F)O. Cell line: UACC-257. Synergy scores: CSS=22.3, Synergy_ZIP=4.20, Synergy_Bliss=-2.59, Synergy_Loewe=-2.63, Synergy_HSA=-3.41. (6) Drug 1: CC=C1C(=O)NC(C(=O)OC2CC(=O)NC(C(=O)NC(CSSCCC=C2)C(=O)N1)C(C)C)C(C)C. Drug 2: CC(C)CN1C=NC2=C1C3=CC=CC=C3N=C2N. Cell line: U251. Synergy scores: CSS=29.4, Synergy_ZIP=-0.353, Synergy_Bliss=0.453, Synergy_Loewe=-46.5, Synergy_HSA=-0.771.